This data is from HIV replication inhibition screening data with 41,000+ compounds from the AIDS Antiviral Screen. The task is: Binary Classification. Given a drug SMILES string, predict its activity (active/inactive) in a high-throughput screening assay against a specified biological target. (1) The result is 0 (inactive). The drug is CN(C)c1cccc2c(S(=O)(=O)NCCCNCCN)cccc12. (2) The molecule is CN1Cc2cc(O)c(O)cc2C(O)C1. The result is 0 (inactive). (3) The drug is O=S(Cc1cc2c(cc1Br)OCO2)c1ccccc1. The result is 0 (inactive). (4) The drug is C=CCC12CCC(=O)C=C1CCCC2=O. The result is 0 (inactive). (5) The drug is N=C(N)NCCCC(N)C(=O)O. The result is 0 (inactive). (6) The compound is CCOC(=O)C1C(c2ccc(OC)cc2)c2c(n[nH]c2O)CC1(C)O. The result is 0 (inactive). (7) The molecule is CCOC(=O)c1sc2c(c1OC(=O)c1ccc(Cl)cc1Cl)c(=O)n(-c1ccccc1)c(=S)n2-c1ccccc1. The result is 0 (inactive). (8) The molecule is N#Cc1ccc(C(C2C(=O)NC(=O)NC2=O)C2C(=O)NC(=O)NC2=O)cc1. The result is 0 (inactive).